The task is: Predict the reactants needed to synthesize the given product.. This data is from Full USPTO retrosynthesis dataset with 1.9M reactions from patents (1976-2016). (1) Given the product [Cl:18][C:6]1[C:5]([F:19])=[N:4][C:3]([NH:26][CH2:25][C:24]([O:23][CH3:22])=[O:27])=[C:2]([Cl:1])[C:7]=1[O:8][C:9]1[CH:14]=[CH:13][C:12]([O:15][CH3:16])=[C:11]([Br:17])[CH:10]=1, predict the reactants needed to synthesize it. The reactants are: [Cl:1][C:2]1[C:3](F)=[N:4][C:5]([F:19])=[C:6]([Cl:18])[C:7]=1[O:8][C:9]1[CH:14]=[CH:13][C:12]([O:15][CH3:16])=[C:11]([Br:17])[CH:10]=1.Cl.[CH3:22][O:23][C:24](=[O:27])[CH2:25][NH2:26].C(=O)([O-])[O-].[K+].[K+]. (2) Given the product [CH2:11]([O:18][C@H:19]1[C@H:24]([O:25][CH2:26][C:27]2[CH:32]=[CH:31][CH:30]=[CH:29][CH:28]=2)[C@@H:23]([O:33][CH2:34][C:35]2[CH:40]=[CH:39][CH:38]=[CH:37][CH:36]=2)[C@@:22]([C:43]2[CH:48]=[CH:47][C:46]([Cl:49])=[C:45]([CH2:50][C:51]3[CH:52]=[CH:53][C:54]([O:57][CH2:58][CH:59]([F:60])[F:61])=[CH:55][CH:56]=3)[CH:44]=2)([O:41][CH3:42])[O:21][C@@H:20]1[CH:62]=[O:63])[C:12]1[CH:13]=[CH:14][CH:15]=[CH:16][CH:17]=1, predict the reactants needed to synthesize it. The reactants are: C(Cl)(=O)C(Cl)=O.CS(C)=O.[CH2:11]([O:18][C@H:19]1[C@H:24]([O:25][CH2:26][C:27]2[CH:32]=[CH:31][CH:30]=[CH:29][CH:28]=2)[C@@H:23]([O:33][CH2:34][C:35]2[CH:40]=[CH:39][CH:38]=[CH:37][CH:36]=2)[C@@:22]([C:43]2[CH:48]=[CH:47][C:46]([Cl:49])=[C:45]([CH2:50][C:51]3[CH:56]=[CH:55][C:54]([O:57][CH2:58][CH:59]([F:61])[F:60])=[CH:53][CH:52]=3)[CH:44]=2)([O:41][CH3:42])[O:21][C@@H:20]1[CH2:62][OH:63])[C:12]1[CH:17]=[CH:16][CH:15]=[CH:14][CH:13]=1.C(N(CC)CC)C. (3) Given the product [CH3:20][CH2:22][O:33][C:18]([CH3:13])=[O:19].[CH3:6][CH2:7][CH2:2][CH2:3][CH2:4][CH3:5], predict the reactants needed to synthesize it. The reactants are: Br[C:2]1[CH:7]=[CH:6][C:5](C2C=CC=C3C=2C=CC=[C:13]3[CH2:18][OH:19])=[CH:4][CH:3]=1.[CH:20]1(B(O)O)[CH2:22]C1.C1(C)C=CC=CC=1.[OH2:33]. (4) Given the product [NH2:49][C:43]1[N:44]=[CH:45][C:46]([C:19]2[CH:18]=[N:17][N:16]([CH2:15][C:2]3([OH:1])[CH2:7][CH2:6][N:5]([C:8]([O:10][C:11]([CH3:13])([CH3:14])[CH3:12])=[O:9])[CH2:4][CH2:3]3)[CH:20]=2)=[CH:47][C:42]=1[O:41][CH:39]([C:32]1[C:33]([Cl:38])=[CH:34][CH:35]=[C:36]([F:37])[C:31]=1[Cl:30])[CH3:40], predict the reactants needed to synthesize it. The reactants are: [OH:1][C:2]1([CH2:15][N:16]2[CH:20]=[C:19](B3OC(C)(C)C(C)(C)O3)[CH:18]=[N:17]2)[CH2:7][CH2:6][N:5]([C:8]([O:10][C:11]([CH3:14])([CH3:13])[CH3:12])=[O:9])[CH2:4][CH2:3]1.[Cl:30][C:31]1[C:36]([F:37])=[CH:35][CH:34]=[C:33]([Cl:38])[C:32]=1[CH:39]([O:41][C:42]1[C:43]([NH2:49])=[N:44][CH:45]=[C:46](I)[CH:47]=1)[CH3:40].C([O-])([O-])=O.[Na+].[Na+]. (5) The reactants are: [F:1][C:2]([S:5]([C:8]1[CH:13]=[CH:12][C:11]([NH2:14])=[CH:10][CH:9]=1)(=[O:7])=[O:6])([F:4])[F:3].[C:15]1([CH2:25][C:26]([OH:28])=O)[CH:20]=[CH:19][C:18]([CH2:21][C:22]([OH:24])=O)=[CH:17][CH:16]=1. Given the product [F:1][C:2]([F:4])([F:3])[S:5]([C:8]1[CH:13]=[CH:12][C:11]([NH:14][C:26](=[O:28])[CH2:25][C:15]2[CH:16]=[CH:17][C:18]([CH2:21][C:22](=[O:24])[NH:14][C:11]3[CH:12]=[CH:13][C:8]([S:5]([C:2]([F:4])([F:1])[F:3])(=[O:7])=[O:6])=[CH:9][CH:10]=3)=[CH:19][CH:20]=2)=[CH:10][CH:9]=1)(=[O:6])=[O:7], predict the reactants needed to synthesize it.